Dataset: Peptide-MHC class II binding affinity with 134,281 pairs from IEDB. Task: Regression. Given a peptide amino acid sequence and an MHC pseudo amino acid sequence, predict their binding affinity value. This is MHC class II binding data. The peptide sequence is YCKFLANVSTVLTGK. The binding affinity (normalized) is 0.819. The MHC is DRB1_1602 with pseudo-sequence DRB1_1602.